The task is: Predict the reactants needed to synthesize the given product.. This data is from Full USPTO retrosynthesis dataset with 1.9M reactions from patents (1976-2016). (1) Given the product [Br:14][C:15]1[S:19][C:18]([S:20]([N:7]([CH2:6][C:5]2[CH:9]=[CH:10][CH:11]=[C:3]([O:2][CH3:1])[CH:4]=2)[CH3:8])(=[O:22])=[O:21])=[CH:17][CH:16]=1, predict the reactants needed to synthesize it. The reactants are: [CH3:1][O:2][C:3]1[CH:4]=[C:5]([CH:9]=[CH:10][CH:11]=1)[CH2:6][NH:7][CH3:8].[OH-].[Na+].[Br:14][C:15]1[S:19][C:18]([S:20](Cl)(=[O:22])=[O:21])=[CH:17][CH:16]=1.O. (2) Given the product [OH:16][CH2:15][C@@H:10]1[CH2:11][CH2:12][CH2:13][CH2:14][C@@H:9]1[NH:5][C:6](=[O:8])[O:7][C:20]([CH3:31])([CH3:21])[CH3:19], predict the reactants needed to synthesize it. The reactants are: CC([N:5]([C@H:9]1[CH2:14][CH2:13][CH2:12][CH2:11][C@H:10]1[CH2:15][OH:16])[C:6](=[O:8])[O-:7])(C)C.Cl.N[C@H:19]1CC[C@H](C2C=CC=CC=2)[CH2:21][C@H:20]1[CH2:31]O.C(N(CC)CC)C. (3) The reactants are: [CH3:1][C:2]1[C:13]([O:14][CH:15]([CH3:17])[CH3:16])=[CH:12][CH:11]=[CH:10][C:3]=1[C:4]([O:6]C(C)C)=[O:5].[OH-].[Na+]. Given the product [CH3:1][C:2]1[C:13]([O:14][CH:15]([CH3:17])[CH3:16])=[CH:12][CH:11]=[CH:10][C:3]=1[C:4]([OH:6])=[O:5], predict the reactants needed to synthesize it. (4) Given the product [CH3:1][O:2][C:3](=[O:14])[CH2:4][O:5][C:6]1[CH:11]=[CH:10][C:9]([Cl:12])=[C:8]2[C:7]=1[C:18](=[O:17])[C:19]([CH2:24][C:25]1[CH:26]=[CH:27][C:28]([Cl:31])=[CH:29][CH:30]=1)=[C:20]([CH2:21][CH3:22])[NH:13]2, predict the reactants needed to synthesize it. The reactants are: [CH3:1][O:2][C:3](=[O:14])[CH2:4][O:5][C:6]1[CH:11]=[CH:10][C:9]([Cl:12])=[C:8]([NH2:13])[CH:7]=1.C([O:17][C:18](=O)[CH:19]([CH2:24][C:25]1[CH:30]=[CH:29][C:28]([Cl:31])=[CH:27][CH:26]=1)[C:20](=O)[CH2:21][CH3:22])C.CS(O)(=O)=O. (5) Given the product [F:8][C:7]1[C:2]([C:14]2[CH:15]=[CH:16][C:11]([C:9]#[N:10])=[CH:12][CH:13]=2)=[N:3][CH:4]=[CH:5][CH:6]=1, predict the reactants needed to synthesize it. The reactants are: Br[C:2]1[C:7]([F:8])=[CH:6][CH:5]=[CH:4][N:3]=1.[C:9]([C:11]1[CH:16]=[CH:15][C:14](B(O)O)=[CH:13][CH:12]=1)#[N:10].C(=O)([O-])[O-].[Na+].[Na+]. (6) Given the product [Cl:26][C:27]1[CH:32]=[C:31]([Cl:33])[CH:30]=[CH:29][C:28]=1[NH:34][C:35]([NH:23][CH:20]1[CH2:21][CH2:22][N:17]([CH2:16][C:13]2[CH:14]=[CH:15][N:11]([C:8]3[CH:9]=[CH:10][C:5]([C:4]([F:3])([F:24])[F:25])=[CH:6][CH:7]=3)[CH:12]=2)[CH2:18][CH2:19]1)=[O:36], predict the reactants needed to synthesize it. The reactants are: Cl.Cl.[F:3][C:4]([F:25])([F:24])[C:5]1[CH:10]=[CH:9][C:8]([N:11]2[CH:15]=[CH:14][C:13]([CH2:16][N:17]3[CH2:22][CH2:21][CH:20]([NH2:23])[CH2:19][CH2:18]3)=[CH:12]2)=[CH:7][CH:6]=1.[Cl:26][C:27]1[CH:32]=[C:31]([Cl:33])[CH:30]=[CH:29][C:28]=1[N:34]=[C:35]=[O:36].CCN(C(C)C)C(C)C.